This data is from Forward reaction prediction with 1.9M reactions from USPTO patents (1976-2016). The task is: Predict the product of the given reaction. Given the reactants Cl.CN(C)CCCN=C=NCC.[C:13]1([CH2:19][O:20][C:21]2[CH:29]=[CH:28][CH:27]=[CH:26][C:22]=2[C:23]([OH:25])=O)[CH:18]=[CH:17][CH:16]=[CH:15][CH:14]=1.ON1C2C=CC=CC=2N=N1.[CH2:40]([CH2:42][NH2:43])[OH:41], predict the reaction product. The product is: [OH:41][CH2:40][CH2:42][NH:43][C:23]([C:22]1[CH:26]=[CH:27][CH:28]=[CH:29][C:21]=1[O:20][CH2:19][C:13]1[CH:14]=[CH:15][CH:16]=[CH:17][CH:18]=1)=[O:25].